Dataset: Reaction yield outcomes from USPTO patents with 853,638 reactions. Task: Predict the reaction yield, written as a fraction of the theoretical maximum amount of product (1.0 means a 100% yield; for example, 0.34 means a 34% yield). (1) The reactants are C[O:2][C:3](=O)[CH2:4][CH:5]1[CH2:10][CH2:9][C@H:8]([C:11](=[O:32])[NH:12][C:13]2[CH:18]=[CH:17][C:16]([O:19][CH2:20][C:21]3[C:30]4[C:25](=[CH:26][CH:27]=[CH:28][CH:29]=4)[N:24]=[C:23]([CH3:31])[CH:22]=3)=[CH:15][CH:14]=2)[C@@H:7]([C:33](=[O:43])[NH:34][O:35]CC2C=CC=CC=2)[CH2:6]1.C1CN([P+](ON2N=[N:69][C:64]3C=[CH:66][CH:67]=[CH:68][C:63]2=3)(N2CCCC2)N2CCCC2)CC1.F[P-](F)(F)(F)(F)F.Cl.C(ON)C1C=CC=CC=1.CN1CCOCC1. The catalyst is CN(C=O)C. The product is [OH:35][NH:34][C:33]([C@H:7]1[CH2:6][CH:5]([CH2:4][C:3](=[O:2])[N:69]2[CH2:66][CH2:67][CH2:68][CH2:63][CH2:64]2)[CH2:10][CH2:9][C@@H:8]1[C:11]([NH:12][C:13]1[CH:14]=[CH:15][C:16]([O:19][CH2:20][C:21]2[C:30]3[C:25](=[CH:26][CH:27]=[CH:28][CH:29]=3)[N:24]=[C:23]([CH3:31])[CH:22]=2)=[CH:17][CH:18]=1)=[O:32])=[O:43]. The yield is 0.930. (2) The reactants are Br[C:2]1[CH:3]=[C:4]2[C:9](=[CH:10][CH:11]=1)[O:8][C:7]([CH3:13])([CH3:12])[CH:6]=[CH:5]2.C([Li])CCC.[B:19](OC(C)C)([O:24]C(C)C)[O:20]C(C)C.Cl. The catalyst is O1CCCC1. The product is [CH3:12][C:7]1([CH3:13])[CH:6]=[CH:5][C:4]2[C:9](=[CH:10][CH:11]=[C:2]([B:19]([OH:24])[OH:20])[CH:3]=2)[O:8]1. The yield is 0.820. (3) The yield is 0.500. The catalyst is CO. The product is [NH2:27][CH2:26][C:17]([N:14]1[CH2:13][CH2:12][N:11]([C:9]([O:8][C:4]([CH3:7])([CH3:6])[CH3:5])=[O:10])[CH2:16][CH2:15]1)([C:18]([O:20][CH3:21])=[O:19])[C:22]([O:24][CH3:25])=[O:23]. The reactants are O.NN.[C:4]([O:8][C:9]([N:11]1[CH2:16][CH2:15][N:14]([C:17]([CH2:26][N:27]2C(=O)C3C(=CC=CC=3)C2=O)([C:22]([O:24][CH3:25])=[O:23])[C:18]([O:20][CH3:21])=[O:19])[CH2:13][CH2:12]1)=[O:10])([CH3:7])([CH3:6])[CH3:5]. (4) The reactants are [F:1][C:2]1[CH:7]=[CH:6][C:5]([Mg]Br)=[CH:4][CH:3]=1.[N:10]12[CH2:17][CH2:16][C:13]([C:18]([O:20]CC)=O)([CH2:14][CH2:15]1)[CH2:12][CH2:11]2. The catalyst is C1COCC1. The product is [N:10]12[CH2:11][CH2:12][C:13]([C:18]([C:5]3[CH:6]=[CH:7][C:2]([F:1])=[CH:3][CH:4]=3)([C:5]3[CH:6]=[CH:7][C:2]([F:1])=[CH:3][CH:4]=3)[OH:20])([CH2:14][CH2:15]1)[CH2:16][CH2:17]2. The yield is 0.889.